This data is from Forward reaction prediction with 1.9M reactions from USPTO patents (1976-2016). The task is: Predict the product of the given reaction. (1) Given the reactants [C:1]([O:5][C:6](=[O:15])[NH:7][C:8]12[CH2:13][CH:12]1[CH2:11][O:10][C:9]2=[O:14])([CH3:4])([CH3:3])[CH3:2].[OH2:16].[OH-].[Li+], predict the reaction product. The product is: [C:1]([O:5][C:6]([NH:7][C@@:8]1([C:9]([OH:16])=[O:14])[CH2:13][C@@H:12]1[CH2:11][OH:10])=[O:15])([CH3:4])([CH3:3])[CH3:2]. (2) Given the reactants [OH:1]OS([O-])=O.[K+].[CH3:7][N:8]([CH3:41])[C:9]([C:11]1[CH:12]=[C:13]([S:17][C:18]2[CH:27]=[C:26]3[C:21]([C:22]([NH:31][C:32]4[CH:37]=[CH:36][CH:35]=[C:34]([O:38][CH3:39])[CH:33]=4)=[C:23]([C:28]([NH2:30])=[O:29])[CH:24]=[N:25]3)=[CH:20][C:19]=2[I:40])[CH:14]=[CH:15][CH:16]=1)=[O:10], predict the reaction product. The product is: [CH3:41][N:8]([CH3:7])[C:9]([C:11]1[CH:12]=[C:13]([S:17]([C:18]2[CH:27]=[C:26]3[C:21]([C:22]([NH:31][C:32]4[CH:37]=[CH:36][CH:35]=[C:34]([O:38][CH3:39])[CH:33]=4)=[C:23]([C:28]([NH2:30])=[O:29])[CH:24]=[N:25]3)=[CH:20][C:19]=2[I:40])=[O:1])[CH:14]=[CH:15][CH:16]=1)=[O:10]. (3) Given the reactants [N:1]([C@@H:4]1[C:14]2[C:9](=[N:10][CH:11]=[CH:12][CH:13]=2)[C@H:8]([NH:15][C:16]([C:18]2[CH:19]=[C:20]3[CH2:35][C@@:25]4([C:33]5[C:28](=[N:29][CH:30]=[CH:31][CH:32]=5)[NH:27][C:26]4=[O:34])[CH2:24][C:21]3=[N:22][CH:23]=2)=[O:17])[CH2:7][CH2:6][C@H:5]1[C:36]1[CH:41]=[CH:40][CH:39]=[C:38]([F:42])[C:37]=1[F:43])=[N+]=[N-].CP(C)C, predict the reaction product. The product is: [NH2:1][C@@H:4]1[C:14]2[C:9](=[N:10][CH:11]=[CH:12][CH:13]=2)[C@H:8]([NH:15][C:16]([C:18]2[CH:19]=[C:20]3[CH2:35][C@@:25]4([C:33]5[C:28](=[N:29][CH:30]=[CH:31][CH:32]=5)[NH:27][C:26]4=[O:34])[CH2:24][C:21]3=[N:22][CH:23]=2)=[O:17])[CH2:7][CH2:6][C@H:5]1[C:36]1[CH:41]=[CH:40][CH:39]=[C:38]([F:42])[C:37]=1[F:43]. (4) Given the reactants [Cl:1][C:2]1[CH:7]=[CH:6][C:5]([OH:8])=[CH:4][CH:3]=1.[F:9][C:10]1[CH:11]=[C:12]([CH:15]=[C:16]([F:19])[C:17]=1F)[CH:13]=[O:14], predict the reaction product. The product is: [Cl:1][C:2]1[CH:7]=[CH:6][C:5]([O:8][C:17]2[C:10]([F:9])=[CH:11][C:12]([CH:13]=[O:14])=[CH:15][C:16]=2[F:19])=[CH:4][CH:3]=1. (5) Given the reactants [Br:1][C:2]1[CH:3]=[C:4]2[C:8](=[CH:9][CH:10]=1)[CH:7]([N:11]1[CH2:16][CH2:15][N:14]([C:17]3([C:30]#N)[CH2:22][CH2:21][N:20]([C:23]([O:25][C:26]([CH3:29])([CH3:28])[CH3:27])=[O:24])[CH2:19][CH2:18]3)[CH2:13][C@@H:12]1[CH3:32])[CH2:6][CH2:5]2.C[Mg]Br, predict the reaction product. The product is: [Br:1][C:2]1[CH:3]=[C:4]2[C:8](=[CH:9][CH:10]=1)[CH:7]([N:11]1[CH2:16][CH2:15][N:14]([C:17]3([CH3:30])[CH2:18][CH2:19][N:20]([C:23]([O:25][C:26]([CH3:29])([CH3:28])[CH3:27])=[O:24])[CH2:21][CH2:22]3)[CH2:13][C@@H:12]1[CH3:32])[CH2:6][CH2:5]2. (6) Given the reactants C(OC([N:8]1[CH2:13][CH2:12][N:11]([C:14]2[CH:15]=[N:16][C:17]([NH:20][C:21]3[N:22]=[CH:23][C:24]4[CH:30]=[C:29]([CH2:31][C:32]5[CH:37]=[CH:36][CH:35]=[CH:34][CH:33]=5)[C:28](=[O:38])[N:27]([CH:39]5[CH2:43][CH2:42][CH2:41][CH2:40]5)[C:25]=4[N:26]=3)=[CH:18][CH:19]=2)[CH2:10][CH2:9]1)=O)(C)(C)C.C(Cl)(Cl)[Cl:45], predict the reaction product. The product is: [ClH:45].[CH2:31]([C:29]1[C:28](=[O:38])[N:27]([CH:39]2[CH2:40][CH2:41][CH2:42][CH2:43]2)[C:25]2[N:26]=[C:21]([NH:20][C:17]3[CH:18]=[CH:19][C:14]([N:11]4[CH2:10][CH2:9][NH:8][CH2:13][CH2:12]4)=[CH:15][N:16]=3)[N:22]=[CH:23][C:24]=2[CH:30]=1)[C:32]1[CH:37]=[CH:36][CH:35]=[CH:34][CH:33]=1.